This data is from NCI-60 drug combinations with 297,098 pairs across 59 cell lines. The task is: Regression. Given two drug SMILES strings and cell line genomic features, predict the synergy score measuring deviation from expected non-interaction effect. (1) Drug 1: C1=NC2=C(N1)C(=S)N=CN2. Drug 2: CCC1(C2=C(COC1=O)C(=O)N3CC4=CC5=C(C=CC(=C5CN(C)C)O)N=C4C3=C2)O.Cl. Cell line: NCI/ADR-RES. Synergy scores: CSS=22.8, Synergy_ZIP=-14.7, Synergy_Bliss=-6.84, Synergy_Loewe=-8.86, Synergy_HSA=-6.21. (2) Drug 1: CC1C(C(CC(O1)OC2CC(OC(C2O)C)OC3=CC4=CC5=C(C(=O)C(C(C5)C(C(=O)C(C(C)O)O)OC)OC6CC(C(C(O6)C)O)OC7CC(C(C(O7)C)O)OC8CC(C(C(O8)C)O)(C)O)C(=C4C(=C3C)O)O)O)O. Drug 2: C1CC(=O)NC(=O)C1N2C(=O)C3=CC=CC=C3C2=O. Cell line: K-562. Synergy scores: CSS=22.2, Synergy_ZIP=-1.98, Synergy_Bliss=-4.54, Synergy_Loewe=-4.72, Synergy_HSA=-3.62. (3) Drug 1: CC1=C(C=C(C=C1)C(=O)NC2=CC(=CC(=C2)C(F)(F)F)N3C=C(N=C3)C)NC4=NC=CC(=N4)C5=CN=CC=C5. Drug 2: CC1=C(C(=O)C2=C(C1=O)N3CC4C(C3(C2COC(=O)N)OC)N4)N. Cell line: NCI-H322M. Synergy scores: CSS=-4.84, Synergy_ZIP=0.620, Synergy_Bliss=-1.37, Synergy_Loewe=-42.5, Synergy_HSA=-7.93. (4) Drug 1: C1=NC2=C(N=C(N=C2N1C3C(C(C(O3)CO)O)F)Cl)N. Drug 2: C1CC(=O)NC(=O)C1N2C(=O)C3=CC=CC=C3C2=O. Cell line: SK-MEL-5. Synergy scores: CSS=7.18, Synergy_ZIP=2.88, Synergy_Bliss=3.78, Synergy_Loewe=-8.78, Synergy_HSA=1.04. (5) Drug 1: C1CCC(CC1)NC(=O)N(CCCl)N=O. Drug 2: CCCS(=O)(=O)NC1=C(C(=C(C=C1)F)C(=O)C2=CNC3=C2C=C(C=N3)C4=CC=C(C=C4)Cl)F. Cell line: SN12C. Synergy scores: CSS=7.63, Synergy_ZIP=-2.01, Synergy_Bliss=1.07, Synergy_Loewe=-0.921, Synergy_HSA=-1.07. (6) Drug 1: CS(=O)(=O)OCCCCOS(=O)(=O)C. Drug 2: C(CN)CNCCSP(=O)(O)O. Cell line: HCC-2998. Synergy scores: CSS=15.4, Synergy_ZIP=7.49, Synergy_Bliss=6.70, Synergy_Loewe=7.92, Synergy_HSA=8.02. (7) Drug 1: CN(C)C1=NC(=NC(=N1)N(C)C)N(C)C. Drug 2: C1=NC2=C(N=C(N=C2N1C3C(C(C(O3)CO)O)O)F)N. Cell line: MDA-MB-435. Synergy scores: CSS=-7.31, Synergy_ZIP=0.0809, Synergy_Bliss=-6.29, Synergy_Loewe=-37.6, Synergy_HSA=-10.9.